Predict which catalyst facilitates the given reaction. From a dataset of Catalyst prediction with 721,799 reactions and 888 catalyst types from USPTO. (1) Reactant: [N+:1]([O-:4])([O-])=[O:2].[K+].[C:6]([CH2:8][C:9]1[NH:13][C:12]2[CH:14]=[CH:15][CH:16]=[C:17]([C:18]([O:20][CH3:21])=[O:19])[C:11]=2[N:10]=1)#[N:7].[OH-:22].[Na+]. Product: [NH2:7][C:6](=[O:22])[CH2:8][C:9]1[NH:13][C:12]2[CH:14]=[C:15]([N+:1]([O-:4])=[O:2])[CH:16]=[C:17]([C:18]([O:20][CH3:21])=[O:19])[C:11]=2[N:10]=1. The catalyst class is: 65. (2) Reactant: Cl[C:2]1[N:11]=[C:10]([CH3:12])[C:9]([N+:13]([O-])=O)=[CH:8][C:3]=1[C:4]([O:6][CH3:7])=[O:5].C([O-])=O.[NH4+]. Product: [NH2:13][C:9]1[C:10]([CH3:12])=[N:11][CH:2]=[C:3]([CH:8]=1)[C:4]([O:6][CH3:7])=[O:5]. The catalyst class is: 5.